Dataset: Full USPTO retrosynthesis dataset with 1.9M reactions from patents (1976-2016). Task: Predict the reactants needed to synthesize the given product. (1) Given the product [Cl:8][C:20]1[C:15]([C:10]2[CH:11]=[CH:12][CH:13]=[CH:14][N:9]=2)=[N:16][C:17]([N:21]2[CH2:22][CH2:23][CH:24]([NH:27][S:28]([CH3:31])(=[O:30])=[O:29])[CH2:25][CH2:26]2)=[N:18][CH:19]=1, predict the reactants needed to synthesize it. The reactants are: C1C(=O)N([Cl:8])C(=O)C1.[N:9]1[CH:14]=[CH:13][CH:12]=[CH:11][C:10]=1[C:15]1[CH:20]=[CH:19][N:18]=[C:17]([N:21]2[CH2:26][CH2:25][CH:24]([NH:27][S:28]([CH3:31])(=[O:30])=[O:29])[CH2:23][CH2:22]2)[N:16]=1. (2) Given the product [Si:22]([O:21][CH2:20][CH2:19][CH2:18][CH2:17][CH2:16][CH2:15][O:14][CH:11]1[CH2:12][CH2:13][NH:8][CH2:9][CH2:10]1)([C:25]([CH3:28])([CH3:27])[CH3:26])([CH3:24])[CH3:23], predict the reactants needed to synthesize it. The reactants are: C([N:8]1[CH2:13][CH2:12][CH:11]([O:14][CH2:15][CH2:16][CH2:17][CH2:18][CH2:19][CH2:20][O:21][Si:22]([C:25]([CH3:28])([CH3:27])[CH3:26])([CH3:24])[CH3:23])[CH2:10][CH2:9]1)C1C=CC=CC=1.[H][H]. (3) Given the product [CH2:23]([O:25][C@@H:26]([CH2:31][C:32]1[CH:33]=[N:34][C:35]([C:38]2[CH:43]=[CH:42][CH:41]=[C:40]([N:44]([CH3:45])[C:2]([O:4][C:5]3[CH:10]=[CH:9][C:8]([N+:11]([O-:13])=[O:12])=[CH:7][CH:6]=3)=[O:3])[CH:39]=2)=[CH:36][CH:37]=1)[C:27]([O:29][CH3:30])=[O:28])[CH3:24], predict the reactants needed to synthesize it. The reactants are: Cl[C:2]([O:4][C:5]1[CH:10]=[CH:9][C:8]([N+:11]([O-:13])=[O:12])=[CH:7][CH:6]=1)=[O:3].C(N(C(C)C)CC)(C)C.[CH2:23]([O:25][C@@H:26]([CH2:31][C:32]1[CH:33]=[N:34][C:35]([C:38]2[CH:43]=[CH:42][CH:41]=[C:40]([NH:44][CH3:45])[CH:39]=2)=[CH:36][CH:37]=1)[C:27]([O:29][CH3:30])=[O:28])[CH3:24].O. (4) The reactants are: [CH2:1]([O:8][CH2:9][C:10]1[NH:11][CH:12]=[C:13]([C:15]2[C:16]([C:21]3[CH:26]=[CH:25][CH:24]=[CH:23][CH:22]=3)=[N:17][O:18][C:19]=2[CH3:20])[N:14]=1)[C:2]1[CH:7]=[CH:6][CH:5]=[CH:4][CH:3]=1.Cl[C:28]1[N:33]=[CH:32][CH:31]=[CH:30][N:29]=1. Given the product [CH2:1]([O:8][CH2:9][C:10]1[N:11]([C:28]2[N:33]=[CH:32][CH:31]=[CH:30][N:29]=2)[CH:12]=[C:13]([C:15]2[C:16]([C:21]3[CH:26]=[CH:25][CH:24]=[CH:23][CH:22]=3)=[N:17][O:18][C:19]=2[CH3:20])[N:14]=1)[C:2]1[CH:3]=[CH:4][CH:5]=[CH:6][CH:7]=1, predict the reactants needed to synthesize it. (5) Given the product [F:1][C:2]1[CH:9]=[CH:8][C:7]([I:10])=[CH:6][C:3]=1[CH:4]=[N:12][OH:13], predict the reactants needed to synthesize it. The reactants are: [F:1][C:2]1[CH:9]=[CH:8][C:7]([I:10])=[CH:6][C:3]=1[CH:4]=O.Cl.[NH2:12][OH:13].[OH-].[Na+].Cl. (6) Given the product [C:10]([O:14][C:15]([N:17]1[CH2:22][C@H:21]2[C@H:19]([CH2:20]2)[C@H:18]1[CH2:23][NH:24][C:3](=[O:5])[C:2]([F:1])([F:8])[F:9])=[O:16])([CH3:13])([CH3:12])[CH3:11], predict the reactants needed to synthesize it. The reactants are: [F:1][C:2]([F:9])([F:8])[C:3]([O:5]CC)=O.[C:10]([O:14][C:15]([N:17]1[CH2:22][C@H:21]2[C@H:19]([CH2:20]2)[C@H:18]1[CH2:23][NH2:24])=[O:16])([CH3:13])([CH3:12])[CH3:11].